From a dataset of Full USPTO retrosynthesis dataset with 1.9M reactions from patents (1976-2016). Predict the reactants needed to synthesize the given product. (1) Given the product [CH3:20][N:21]1[C:25]([CH3:26])=[C:24]([C:2]2[CH:3]=[C:4]([CH:17]=[CH:18][CH:19]=2)[CH2:5][CH2:6][O:7][CH2:8][CH2:9][C:10]([O:12][C:13]([CH3:16])([CH3:15])[CH3:14])=[O:11])[CH:23]=[N:22]1, predict the reactants needed to synthesize it. The reactants are: Br[C:2]1[CH:3]=[C:4]([CH:17]=[CH:18][CH:19]=1)[CH2:5][CH2:6][O:7][CH2:8][CH2:9][C:10]([O:12][C:13]([CH3:16])([CH3:15])[CH3:14])=[O:11].[CH3:20][N:21]1[C:25]([CH3:26])=[C:24](B2OC(C)(C)C(C)(C)O2)[CH:23]=[N:22]1. (2) Given the product [C:1]([C:19]1[CH:20]=[C:21]([C:1](=[O:8])[C:2]2[CH:7]=[CH:6][CH:5]=[CH:4][CH:3]=2)[C:16]([O:15][CH3:14])=[CH:17][C:18]=1[O:22][CH3:23])(=[O:8])[C:2]1[CH:7]=[CH:6][CH:5]=[CH:4][CH:3]=1, predict the reactants needed to synthesize it. The reactants are: [C:1](Cl)(=[O:8])[C:2]1[CH:7]=[CH:6][CH:5]=[CH:4][CH:3]=1.[Cl-].[Al+3].[Cl-].[Cl-].[CH3:14][O:15][C:16]1[CH:21]=[CH:20][CH:19]=[C:18]([O:22][CH3:23])[CH:17]=1. (3) Given the product [F:1][C:2]1[CH:3]=[CH:4][C:5]([O:8][C:9]([F:10])([F:11])[F:12])=[CH:6][C:7]=1[CH:18]=[O:19], predict the reactants needed to synthesize it. The reactants are: [F:1][C:2]1[CH:7]=[CH:6][C:5]([O:8][C:9]([F:12])([F:11])[F:10])=[CH:4][CH:3]=1.C([Li])(C)(C)C.[C:18](=O)=[O:19].CN(C=O)C. (4) Given the product [Cl:13][C:14]1[CH:21]=[CH:20][C:17]([CH:18]2[N:12]([C:8]3[CH:9]=[C:10]([CH3:11])[C:5]4[N:6]([C:2]([CH3:1])=[N:3][N:4]=4)[CH:7]=3)[C:28](=[O:29])[C:27]([OH:33])=[C:26]2[C:25]([CH:22]2[CH2:24][CH2:23]2)=[O:34])=[CH:16][CH:15]=1, predict the reactants needed to synthesize it. The reactants are: [CH3:1][C:2]1[N:6]2[CH:7]=[C:8]([NH2:12])[CH:9]=[C:10]([CH3:11])[C:5]2=[N:4][N:3]=1.[Cl:13][C:14]1[CH:21]=[CH:20][C:17]([CH:18]=O)=[CH:16][CH:15]=1.[CH:22]1([C:25](=[O:34])[CH2:26][C:27](=[O:33])[C:28](OCC)=[O:29])[CH2:24][CH2:23]1. (5) Given the product [CH3:19][S:16]([N:11]1[CH2:10][CH2:9][C:8]2[C:13](=[CH:14][CH:15]=[C:6]([C:4](=[O:5])[CH2:22][CH2:23][CH2:24][CH:25]3[CH2:30][CH2:29][N:28]([C:31]([O:33][C:34]([CH3:35])([CH3:37])[CH3:36])=[O:32])[CH2:27][CH2:26]3)[CH:7]=2)[CH2:12]1)(=[O:17])=[O:18], predict the reactants needed to synthesize it. The reactants are: CON(C)[C:4]([C:6]1[CH:7]=[C:8]2[C:13](=[CH:14][CH:15]=1)[CH2:12][N:11]([S:16]([CH3:19])(=[O:18])=[O:17])[CH2:10][CH2:9]2)=[O:5].Br[CH2:22][CH2:23][CH2:24][CH:25]1[CH2:30][CH2:29][N:28]([C:31]([O:33][C:34]([CH3:37])([CH3:36])[CH3:35])=[O:32])[CH2:27][CH2:26]1. (6) Given the product [NH2:8][C:7]1[CH:9]=[CH:10][C:4]([CH2:3][CH2:2][NH:1][C:16](=[O:17])[O:15][C:12]([CH3:14])([CH3:13])[CH3:11])=[CH:5][CH:6]=1, predict the reactants needed to synthesize it. The reactants are: [NH2:1][CH2:2][CH2:3][C:4]1[CH:10]=[CH:9][C:7]([NH2:8])=[CH:6][CH:5]=1.[CH3:11][C:12]([O:15][C:16](O[C:16]([O:15][C:12]([CH3:14])([CH3:13])[CH3:11])=[O:17])=[O:17])([CH3:14])[CH3:13]. (7) Given the product [Br:1][C:2]1[CH:7]=[CH:6][C:5]([O:8][CH3:14])=[C:4]([N+:9]([O-:11])=[O:10])[CH:3]=1, predict the reactants needed to synthesize it. The reactants are: [Br:1][C:2]1[CH:7]=[CH:6][C:5]([OH:8])=[C:4]([N+:9]([O-:11])=[O:10])[CH:3]=1.[H-].[Na+].[CH3:14]I. (8) The reactants are: [C:1]([C:5]1[N:10]=[C:9]([CH3:11])[C:8]([CH2:12][OH:13])=[CH:7][CH:6]=1)([CH3:4])([CH3:3])[CH3:2].C[N+]1([O-])CCOCC1. Given the product [C:1]([C:5]1[N:10]=[C:9]([CH3:11])[C:8]([CH:12]=[O:13])=[CH:7][CH:6]=1)([CH3:4])([CH3:2])[CH3:3], predict the reactants needed to synthesize it. (9) Given the product [CH3:15][C:9]1([OH:12])[C:10]2[C:6](=[CH:5][CH:4]=[C:3]([O:2][CH3:1])[CH:11]=2)[CH2:7][CH2:8]1, predict the reactants needed to synthesize it. The reactants are: [CH3:1][O:2][C:3]1[CH:11]=[C:10]2[C:6]([CH2:7][CH2:8][C:9]2=[O:12])=[CH:5][CH:4]=1.[BH4-].[Na+].[CH3:15]O. (10) Given the product [C:26]([O:30][C:31]([C:33]1[CH:44]=[C:43]([O:45][C:55]2[CH:56]=[CH:57][C:52]([S:49]([CH:46]3[CH2:48][CH2:47]3)(=[O:50])=[O:51])=[CH:53][CH:54]=2)[C:36]2[CH2:37][C:38]([CH2:41][OH:42])([CH3:40])[O:39][C:35]=2[CH:34]=1)=[O:32])([CH3:27])([CH3:28])[CH3:29], predict the reactants needed to synthesize it. The reactants are: COC(C1C=C(OC2C=CC(S(C)(=O)=O)=CC=2)C=C2OC(C)CC=12)=O.[C:26]([O:30][C:31]([C:33]1[CH:44]=[C:43]([OH:45])[C:36]2[CH2:37][C:38]([CH2:41][OH:42])([CH3:40])[O:39][C:35]=2[CH:34]=1)=[O:32])([CH3:29])([CH3:28])[CH3:27].[CH:46]1([S:49]([C:52]2[CH:57]=[CH:56][C:55](F)=[CH:54][CH:53]=2)(=[O:51])=[O:50])[CH2:48][CH2:47]1.